From a dataset of NCI-60 drug combinations with 297,098 pairs across 59 cell lines. Regression. Given two drug SMILES strings and cell line genomic features, predict the synergy score measuring deviation from expected non-interaction effect. Drug 1: CC1C(C(=O)NC(C(=O)N2CCCC2C(=O)N(CC(=O)N(C(C(=O)O1)C(C)C)C)C)C(C)C)NC(=O)C3=C4C(=C(C=C3)C)OC5=C(C(=O)C(=C(C5=N4)C(=O)NC6C(OC(=O)C(N(C(=O)CN(C(=O)C7CCCN7C(=O)C(NC6=O)C(C)C)C)C)C(C)C)C)N)C. Drug 2: C(CCl)NC(=O)N(CCCl)N=O. Cell line: MDA-MB-435. Synergy scores: CSS=13.1, Synergy_ZIP=-2.52, Synergy_Bliss=2.24, Synergy_Loewe=-20.2, Synergy_HSA=2.88.